From a dataset of Forward reaction prediction with 1.9M reactions from USPTO patents (1976-2016). Predict the product of the given reaction. (1) Given the reactants [Cl:1][C:2]1[CH:7]=[CH:6][CH:5]=[C:4]([Cl:8])[C:3]=1[C:9]([CH3:13])([CH3:12])[C:10]#[N:11].[Br:14][C:15]1[CH:21]=[CH:20][C:18]([NH2:19])=[C:17]([F:22])[CH:16]=1.C[Al](C)C.C1(C)C=CC=CC=1, predict the reaction product. The product is: [Br:14][C:15]1[CH:21]=[CH:20][C:18]([NH:19][C:10](=[NH:11])[C:9]([C:3]2[C:2]([Cl:1])=[CH:7][CH:6]=[CH:5][C:4]=2[Cl:8])([CH3:13])[CH3:12])=[C:17]([F:22])[CH:16]=1. (2) Given the reactants N1C2C(=NC=CC=2)N([O:10][C:11]([C:13]2[C:17]([CH3:18])=[C:16](/[CH:19]=[C:20]3\[C:21](=[O:41])[NH:22][C:23]4[C:28]\3=[CH:27][C:26]([S:29]([CH2:32][C:33]3[C:38]([Cl:39])=[CH:37][CH:36]=[CH:35][C:34]=3[Cl:40])(=[O:31])=[O:30])=[CH:25][CH:24]=4)[NH:15][C:14]=2[CH3:42])=O)N=1.[CH3:43][NH2:44], predict the reaction product. The product is: [CH3:43][NH:44][C:11]([C:13]1[C:17]([CH3:18])=[C:16](/[CH:19]=[C:20]2\[C:21](=[O:41])[NH:22][C:23]3[C:28]\2=[CH:27][C:26]([S:29]([CH2:32][C:33]2[C:34]([Cl:40])=[CH:35][CH:36]=[CH:37][C:38]=2[Cl:39])(=[O:30])=[O:31])=[CH:25][CH:24]=3)[NH:15][C:14]=1[CH3:42])=[O:10]. (3) The product is: [CH2:23]([O:25][C:2]1[N:7]=[C:6]([NH:8][C:9]2[CH:14]=[CH:13][C:12]([N:15]3[CH:19]=[C:18]([CH3:20])[N:17]=[CH:16]3)=[C:11]([O:21][CH3:22])[CH:10]=2)[CH:5]=[CH:4][CH:3]=1)[CH3:24]. Given the reactants Cl[C:2]1[N:7]=[C:6]([NH:8][C:9]2[CH:14]=[CH:13][C:12]([N:15]3[CH:19]=[C:18]([CH3:20])[N:17]=[CH:16]3)=[C:11]([O:21][CH3:22])[CH:10]=2)[CH:5]=[CH:4][CH:3]=1.[CH2:23]([O-:25])[CH3:24].[Na+].C(O)C, predict the reaction product.